Task: Regression. Given a peptide amino acid sequence and an MHC pseudo amino acid sequence, predict their binding affinity value. This is MHC class II binding data.. Dataset: Peptide-MHC class II binding affinity with 134,281 pairs from IEDB (1) The peptide sequence is IGLVTQTINDFYFVI. The MHC is HLA-DPA10201-DPB10501 with pseudo-sequence HLA-DPA10201-DPB10501. The binding affinity (normalized) is 0.293. (2) The peptide sequence is KPLLIAEDVEGEY. The MHC is DRB1_0301 with pseudo-sequence DRB1_0301. The binding affinity (normalized) is 0.216. (3) The peptide sequence is SGVLLNHFGLVEARY. The MHC is DRB5_0101 with pseudo-sequence DRB5_0101. The binding affinity (normalized) is 0.386. (4) The peptide sequence is LYKLHGGHVSCRVKL. The MHC is DRB1_0802 with pseudo-sequence DRB1_0802. The binding affinity (normalized) is 0. (5) The peptide sequence is ESKYFAATQFEPLAA. The MHC is DRB1_0101 with pseudo-sequence DRB1_0101. The binding affinity (normalized) is 0.614. (6) The peptide sequence is FKSGRGCGSCFEIKC. The MHC is HLA-DQA10101-DQB10501 with pseudo-sequence HLA-DQA10101-DQB10501. The binding affinity (normalized) is 0.